Dataset: Catalyst prediction with 721,799 reactions and 888 catalyst types from USPTO. Task: Predict which catalyst facilitates the given reaction. (1) Reactant: [CH3:1][O:2][C:3]1[CH:8]=[CH:7][C:6]([OH:9])=[CH:5][CH:4]=1.[Br-:10].[Br-:11].[Br-].C([N+](C)(C)C)C1C=CC=CC=1.C([N+](C)(C)C)C1C=CC=CC=1.C([N+](C)(C)C)C1C=CC=CC=1. Product: [Br:10][C:7]1[CH:8]=[C:3]([O:2][CH3:1])[CH:4]=[C:5]([Br:11])[C:6]=1[OH:9]. The catalyst class is: 61. (2) Product: [NH2:1][C:2]1[N:7]=[C:6]([NH:12][C@H:13]([C:15]2[N:20]=[C:19]3[CH:21]=[CH:22][N:23]([CH3:24])[C:18]3=[CH:17][C:16]=2[N:25]2[CH2:29][CH2:28][C@H:27]([N:30]([CH3:38])[C:31](=[O:37])[O:32][C:33]([CH3:35])([CH3:34])[CH3:36])[CH2:26]2)[CH3:14])[C:5]([C:9]#[N:10])=[C:4]([CH3:11])[N:3]=1. The catalyst class is: 16. Reactant: [NH2:1][C:2]1[N:7]=[C:6](Cl)[C:5]([C:9]#[N:10])=[C:4]([CH3:11])[N:3]=1.[NH2:12][C@H:13]([C:15]1[N:20]=[C:19]2[CH:21]=[CH:22][N:23]([CH3:24])[C:18]2=[CH:17][C:16]=1[N:25]1[CH2:29][CH2:28][C@H:27]([N:30]([CH3:38])[C:31](=[O:37])[O:32][C:33]([CH3:36])([CH3:35])[CH3:34])[CH2:26]1)[CH3:14].C(N(CC)CC)C. (3) Reactant: [Li]CCCC.[F:6][S:7]([F:19])([F:18])([F:17])([F:16])[C:8]1[CH:13]=[CH:12][C:11]([C:14]#[N:15])=[CH:10][CH:9]=1.[I:20]I.O. Product: [I:20][C:10]1[CH:9]=[C:8]([S:7]([F:16])([F:17])([F:18])([F:19])[F:6])[CH:13]=[CH:12][C:11]=1[C:14]#[N:15]. The catalyst class is: 1. (4) Reactant: [Si]([C:8]1[N:9](C(=O)C)[C:10]2[C:15]([C:16]=1[C:17](=[O:30])[C:18]1[CH:23]=[C:22]([O:24][CH3:25])[C:21]([O:26][CH3:27])=[C:20]([O:28][CH3:29])[CH:19]=1)=[CH:14][CH:13]=[C:12]([O:31][CH3:32])[CH:11]=2)(C(C)(C)C)(C)C.CCCC[N+](CCCC)(CCCC)CCCC.[F-]. Product: [CH3:32][O:31][C:12]1[CH:11]=[C:10]2[C:15]([C:16]([C:17]([C:18]3[CH:23]=[C:22]([O:24][CH3:25])[C:21]([O:26][CH3:27])=[C:20]([O:28][CH3:29])[CH:19]=3)=[O:30])=[CH:8][NH:9]2)=[CH:14][CH:13]=1. The catalyst class is: 1. (5) Reactant: C([Mg][Cl:5])(C)C.Br[C:7]1[C:12]([CH3:13])=[CH:11][CH:10]=[CH:9][N:8]=1.[F:14][C:15]1[CH:22]=[CH:21][C:20]([F:23])=[CH:19][C:16]=1[CH:17]=O.[Cl-].[NH4+]. Product: [ClH:5].[Cl:5][CH:17]([C:16]1[CH:19]=[C:20]([F:23])[CH:21]=[CH:22][C:15]=1[F:14])[C:7]1[C:12]([CH3:13])=[CH:11][CH:10]=[CH:9][N:8]=1. The catalyst class is: 7. (6) Reactant: [NH2:1][C:2]1[CH:7]=[CH:6][CH:5]=[CH:4][C:3]=1[CH2:8][C:9]#[N:10].C(N(CC)CC)C.[CH3:18][S:19](Cl)(=[O:21])=[O:20]. Product: [CH3:18][S:19]([NH:1][C:2]1[CH:7]=[CH:6][CH:5]=[CH:4][C:3]=1[CH2:8][C:9]#[N:10])(=[O:21])=[O:20]. The catalyst class is: 646. (7) Reactant: O[CH2:2][C:3]1[CH:8]=[CH:7][C:6]([C:9]2[C:10]([C:15]#[N:16])=[CH:11][CH:12]=[CH:13][CH:14]=2)=[C:5]([N+:17]([O-:19])=[O:18])[CH:4]=1.[Br-:20].[Br-].[Br-].P. Product: [Br:20][CH2:2][C:3]1[CH:8]=[CH:7][C:6]([C:9]2[C:10]([C:15]#[N:16])=[CH:11][CH:12]=[CH:13][CH:14]=2)=[C:5]([N+:17]([O-:19])=[O:18])[CH:4]=1. The catalyst class is: 11.